From a dataset of Full USPTO retrosynthesis dataset with 1.9M reactions from patents (1976-2016). Predict the reactants needed to synthesize the given product. The reactants are: [C@H:1]12[CH2:23][C@H:4]([N:5]([C:7]([C:9]3[N:13]4[CH:14]=[C:15]([C:19]([F:22])([F:21])[F:20])[CH:16]=[C:17](Cl)[C:12]4=[N:11][N:10]=3)=[O:8])[CH2:6]1)[CH2:3][O:2]2.CC1(C)C(C)(C)OB([C:32]2[O:36][C:35]([Si](C(C)C)(C(C)C)C(C)C)=[N:34][CH:33]=2)O1.C(=O)([O-])[O-].[K+].[K+]. Given the product [C@H:1]12[CH2:23][C@H:4]([N:5]([C:7]([C:9]3[N:13]4[CH:14]=[C:15]([C:19]([F:22])([F:21])[F:20])[CH:16]=[C:17]([C:32]5[O:36][CH:35]=[N:34][CH:33]=5)[C:12]4=[N:11][N:10]=3)=[O:8])[CH2:6]1)[CH2:3][O:2]2, predict the reactants needed to synthesize it.